Task: Predict which catalyst facilitates the given reaction.. Dataset: Catalyst prediction with 721,799 reactions and 888 catalyst types from USPTO (1) Reactant: [Cl-].O[NH3+:3].[C:4](=[O:7])([O-])[OH:5].[Na+].CS(C)=O.[F:13][C:14]1[CH:15]=[C:16]([C:41]2[C:42]([C:47]#[N:48])=[CH:43][CH:44]=[CH:45][CH:46]=2)[CH:17]=[CH:18][C:19]=1[CH2:20][C:21]1[C:22](=[O:40])[N:23]([CH:34]2[CH2:39][CH2:38][O:37][CH2:36][CH2:35]2)[C:24]2[N:25]([N:30]=[C:31]([CH3:33])[N:32]=2)[C:26]=1[CH2:27][CH2:28][CH3:29]. Product: [F:13][C:14]1[CH:15]=[C:16]([C:41]2[CH:46]=[CH:45][CH:44]=[CH:43][C:42]=2[C:47]2[NH:3][C:4](=[O:7])[O:5][N:48]=2)[CH:17]=[CH:18][C:19]=1[CH2:20][C:21]1[C:22](=[O:40])[N:23]([CH:34]2[CH2:35][CH2:36][O:37][CH2:38][CH2:39]2)[C:24]2[N:25]([N:30]=[C:31]([CH3:33])[N:32]=2)[C:26]=1[CH2:27][CH2:28][CH3:29]. The catalyst class is: 13. (2) The catalyst class is: 6. Product: [CH:3]1([CH2:6][O:7][C:14]2[N:13]=[C:12]([C:10]([OH:11])=[O:9])[CH:17]=[CH:16][C:15]=2[C:18]([F:21])([F:19])[F:20])[CH2:5][CH2:4]1. Reactant: [H-].[Na+].[CH:3]1([CH2:6][OH:7])[CH2:5][CH2:4]1.C[O:9][C:10]([C:12]1[CH:17]=[CH:16][C:15]([C:18]([F:21])([F:20])[F:19])=[C:14](Cl)[N:13]=1)=[O:11].Cl. (3) Reactant: [CH:1]([C:9]1[N:13]([C:14]2[CH:19]=[CH:18][C:17]([OH:20])=[CH:16][CH:15]=2)[N:12]=[C:11]([C:21]([F:24])([F:23])[F:22])[CH:10]=1)=[CH:2][C:3]1[CH:8]=[CH:7][CH:6]=[CH:5][CH:4]=1.Cl[CH2:26][CH2:27][CH2:28][N:29]1[CH2:33][CH2:32][CH2:31][CH2:30]1.[H-].[Na+].[I-].[Na+].C(=O)(O)[O-].[Na+]. Product: [N:29]1([CH2:28][CH2:27][CH2:26][O:20][C:17]2[CH:18]=[CH:19][C:14]([N:13]3[C:9]([CH:1]=[CH:2][C:3]4[CH:4]=[CH:5][CH:6]=[CH:7][CH:8]=4)=[CH:10][C:11]([C:21]([F:24])([F:23])[F:22])=[N:12]3)=[CH:15][CH:16]=2)[CH2:33][CH2:32][CH2:31][CH2:30]1. The catalyst class is: 9. (4) Reactant: [OH-].[K+].[CH:3]1([C:9]2[C:19]([CH2:20][C:21]3[N:26]=[C:25]([C:27]([O:29]C)=[O:28])[CH:24]=[CH:23][CH:22]=3)=[C:12]3[CH:13]=[CH:14][C:15]([O:17][CH3:18])=[CH:16][N:11]3[N:10]=2)[CH2:8][CH2:7][CH2:6][CH2:5][CH2:4]1.Cl. Product: [CH:3]1([C:9]2[C:19]([CH2:20][C:21]3[N:26]=[C:25]([C:27]([OH:29])=[O:28])[CH:24]=[CH:23][CH:22]=3)=[C:12]3[CH:13]=[CH:14][C:15]([O:17][CH3:18])=[CH:16][N:11]3[N:10]=2)[CH2:8][CH2:7][CH2:6][CH2:5][CH2:4]1. The catalyst class is: 5. (5) Reactant: Br[CH2:2][C:3]1[CH:10]=[CH:9][C:6]([C:7]#[N:8])=[CH:5][C:4]=1[N+:11]([O-:13])=[O:12].[NH:14]1[CH2:18][CH2:17][CH2:16][CH2:15]1.C(N(CC)CC)C. Product: [N+:11]([C:4]1[CH:5]=[C:6]([CH:9]=[CH:10][C:3]=1[CH2:2][N:14]1[CH2:18][CH2:17][CH2:16][CH2:15]1)[C:7]#[N:8])([O-:13])=[O:12]. The catalyst class is: 2. (6) Reactant: [CH3:1][C:2]1[CH:7]=[CH:6][C:5]([N+:8]([O-:10])=[O:9])=[CH:4][C:3]=1[C:11]([F:14])([F:13])[F:12].[Br:15]N1C(=O)CCC1=O.CC(N=NC(C#N)(C)C)(C#N)C. Product: [Br:15][CH2:1][C:2]1[CH:7]=[CH:6][C:5]([N+:8]([O-:10])=[O:9])=[CH:4][C:3]=1[C:11]([F:12])([F:13])[F:14]. The catalyst class is: 53. (7) Reactant: [C:1]1([S:7]([N:10]2[C:14]3[CH:15]=[N:16][C:17]([C:20]#[N:21])=[C:18]([OH:19])[C:13]=3[C:12]3[CH:22]=[C:23]([Br:26])[CH:24]=[N:25][C:11]2=3)(=[O:9])=[O:8])[CH:6]=[CH:5][CH:4]=[CH:3][CH:2]=1.[H-].[Na+].I[CH2:30][CH3:31]. Product: [C:1]1([S:7]([N:10]2[C:14]3[CH:15]=[N:16][C:17]([C:20]#[N:21])=[C:18]([O:19][CH2:30][CH3:31])[C:13]=3[C:12]3[CH:22]=[C:23]([Br:26])[CH:24]=[N:25][C:11]2=3)(=[O:8])=[O:9])[CH:2]=[CH:3][CH:4]=[CH:5][CH:6]=1. The catalyst class is: 182. (8) Reactant: C(O[C:4]1[C:5](=[O:12])[C:6](=[O:11])[C:7]=1[O:8][CH2:9][CH3:10])C.[NH2:13][C:14]1[CH:15]=[C:16]2[C:20](=[CH:21][CH:22]=1)[NH:19][NH:18][C:17]2=[O:23]. Product: [CH2:9]([O:8][C:7]1[C:6](=[O:11])[C:5](=[O:12])[C:4]=1[NH:13][C:14]1[CH:15]=[C:16]2[C:20](=[CH:21][CH:22]=1)[NH:19][NH:18][C:17]2=[O:23])[CH3:10]. The catalyst class is: 8.